This data is from Reaction yield outcomes from USPTO patents with 853,638 reactions. The task is: Predict the reaction yield, written as a fraction of the theoretical maximum amount of product (1.0 means a 100% yield; for example, 0.34 means a 34% yield). The reactants are [CH3:1][C:2]([C:6]1[CH:11]=[CH:10][C:9]([N+:12]([O-:14])=[O:13])=[CH:8][CH:7]=1)([CH3:5])[C:3]#[N:4].Cl.[OH-].[Na+]. The catalyst is C1COCC1. The product is [CH3:5][C:2]([C:6]1[CH:11]=[CH:10][C:9]([N+:12]([O-:14])=[O:13])=[CH:8][CH:7]=1)([CH3:1])[CH2:3][NH2:4]. The yield is 0.900.